Dataset: Catalyst prediction with 721,799 reactions and 888 catalyst types from USPTO. Task: Predict which catalyst facilitates the given reaction. (1) Reactant: N#N.C[Si](C)(C)[S:5][Si](C)(C)C.C[O-].[Na+].[CH3:15][C:16]1([C:21]2[S:25][C:24]([CH2:26][C:27]#[N:28])=[CH:23][CH:22]=2)[O:20][CH2:19][CH2:18][O:17]1. The catalyst class is: 18. Product: [CH3:15][C:16]1([C:21]2[S:25][C:24]([CH2:26][C:27]([NH2:28])=[S:5])=[CH:23][CH:22]=2)[O:17][CH2:18][CH2:19][O:20]1. (2) Reactant: N1C(C)=CC=CC=1C.[CH2:9]([C:11]([C:30]1[CH:35]=[CH:34][C:33]([C:36]#[C:37][C:38]2([OH:43])[CH2:42][CH2:41][CH2:40][CH2:39]2)=[C:32]([CH3:44])[CH:31]=1)([C:14]1[CH:19]=[CH:18][C:17](B2OC(C)(C)C(C)(C)O2)=[C:16](C)[CH:15]=1)[CH2:12][CH3:13])[CH3:10].O([Si](C)(C)C)S(C(F)(F)F)(=O)=O.[C:57](=[O:60])(O)[O-].[Na+]. Product: [CH2:9]([C:11]([C:14]1[CH:19]=[CH:18][C:57]([OH:60])=[C:16]([CH3:17])[CH:15]=1)([C:30]1[CH:35]=[CH:34][C:33]([C:36]#[C:37][C:38]2([OH:43])[CH2:42][CH2:41][CH2:40][CH2:39]2)=[C:32]([CH3:44])[CH:31]=1)[CH2:12][CH3:13])[CH3:10]. The catalyst class is: 4.